From a dataset of Full USPTO retrosynthesis dataset with 1.9M reactions from patents (1976-2016). Predict the reactants needed to synthesize the given product. (1) Given the product [CH3:18][O:19][C:20]([C:22]1[CH:26]=[CH:25][N:24]([CH2:27][CH2:28][CH2:29][C@H:30]([NH:34][C:35](=[O:61])[C@H:36]([CH2:53][C:54]2[CH:59]=[CH:58][CH:57]=[C:56]([CH3:60])[CH:55]=2)[NH:37][C:38](=[O:52])[CH:39]([C:46]2[CH:47]=[CH:48][CH:49]=[CH:50][CH:51]=2)[C:40]2[CH:41]=[CH:42][CH:43]=[CH:44][CH:45]=2)[C:31]#[N:33])[N:23]=1)=[O:21], predict the reactants needed to synthesize it. The reactants are: C(Cl)(=O)C(Cl)=O.CN(C=O)C.N1C=CC=CC=1.[CH3:18][O:19][C:20]([C:22]1[CH:26]=[CH:25][N:24]([CH2:27][CH2:28][CH2:29][C@H:30]([NH:34][C:35](=[O:61])[C@H:36]([CH2:53][C:54]2[CH:59]=[CH:58][CH:57]=[C:56]([CH3:60])[CH:55]=2)[NH:37][C:38](=[O:52])[CH:39]([C:46]2[CH:51]=[CH:50][CH:49]=[CH:48][CH:47]=2)[C:40]2[CH:45]=[CH:44][CH:43]=[CH:42][CH:41]=2)[C:31]([NH2:33])=O)[N:23]=1)=[O:21]. (2) The reactants are: [CH3:1][CH:2]([N:4]1[CH2:9][CH2:8][N:7]([C:10]2[CH:15]=[C:14]([O:16][CH3:17])[C:13]([N+:18]([O-])=O)=[CH:12][C:11]=2[CH3:21])[CH2:6][CH2:5]1)[CH3:3].NN.C. Given the product [CH3:21][C:11]1[C:10]([N:7]2[CH2:6][CH2:5][N:4]([CH:2]([CH3:3])[CH3:1])[CH2:9][CH2:8]2)=[CH:15][C:14]([O:16][CH3:17])=[C:13]([CH:12]=1)[NH2:18], predict the reactants needed to synthesize it.